Dataset: Forward reaction prediction with 1.9M reactions from USPTO patents (1976-2016). Task: Predict the product of the given reaction. (1) Given the reactants OS(C(F)(F)F)(=O)=O.[CH2:9]([N:16]([CH3:30])[C:17]1[N:18]=[C:19]([Cl:29])[C:20]2[C:25]([CH:26]=1)=[CH:24][C:23]([O:27][CH3:28])=[CH:22][CH:21]=2)[C:10]1C=CC=CC=1.C(=O)(O)[O-].[Na+], predict the reaction product. The product is: [Cl:29][C:19]1[C:20]2[C:25](=[CH:24][C:23]([O:27][CH3:28])=[CH:22][CH:21]=2)[CH:26]=[C:17]([N:16]([CH2:9][CH3:10])[CH3:30])[N:18]=1.[Cl:29][C:19]1[C:20]2[C:25](=[CH:24][C:23]([O:27][CH3:28])=[CH:22][CH:21]=2)[CH:26]=[C:17]([NH:16][CH3:9])[N:18]=1. (2) Given the reactants ClC1N=[C:4]([NH:11][C:12]2[CH:13]=[C:14]3[C:18](=[CH:19][CH:20]=2)[NH:17][N:16]=[CH:15]3)[C:5]2[S:10][CH:9]=[CH:8][C:6]=2N=1.C([O-])([O-])=O.[Na+].[Na+].[N:27]1[CH:32]=[CH:31][CH:30]=[CH:29][C:28]=1[NH:33][CH2:34][C:35]1[CH:40]=[CH:39][C:38](B(O)O)=[CH:37][CH:36]=1.[CH2:44](O)[CH2:45][CH2:46]C.C1(C)C=CC=CC=1, predict the reaction product. The product is: [NH:17]1[C:18]2[C:14](=[CH:13][C:12]([NH:11][C:4]3[C:5]4[S:10][CH:9]=[CH:8][C:6]=4[CH:46]=[C:45]([C:38]4[CH:39]=[CH:40][C:35]([CH2:34][NH:33][C:28]5[CH:29]=[CH:30][CH:31]=[CH:32][N:27]=5)=[CH:36][CH:37]=4)[CH:44]=3)=[CH:20][CH:19]=2)[CH:15]=[N:16]1. (3) Given the reactants [NH2:1][C:2]1[C:9]([NH2:10])=[C:8]([N:11]2[C:19]3[CH2:18][C:17]([CH3:21])([CH3:20])[CH2:16][C:15](=[O:22])[C:14]=3[C:13]([CH3:23])=[N:12]2)[CH:7]=[CH:6][C:3]=1[C:4]#[N:5].[C:24](OC)(OC)(OC)[CH3:25].[O-]S(C(F)(F)F)(=O)=O.[Yb+3].[O-]S(C(F)(F)F)(=O)=O.[O-]S(C(F)(F)F)(=O)=O, predict the reaction product. The product is: [CH3:24][C:25]1[NH:1][C:2]2[C:3]([C:4]#[N:5])=[CH:6][CH:7]=[C:8]([N:11]3[C:19]4[CH2:18][C:17]([CH3:20])([CH3:21])[CH2:16][C:15](=[O:22])[C:14]=4[C:13]([CH3:23])=[N:12]3)[C:9]=2[N:10]=1. (4) Given the reactants [Cl:1][C:2]1[C:3]([O:30][C@H:31]2[CH2:36][CH2:35][C@H:34]([OH:37])[CH2:33][C@@H:32]2[C:38]2[N:42]([CH3:43])[N:41]=[CH:40][CH:39]=2)=[CH:4][C:5]([F:29])=[C:6]([S:8]([N:11](CC2C=CC(OC)=CC=2OC)[C:12]2[CH:17]=[CH:16][N:15]=[CH:14][N:13]=2)(=[O:10])=[O:9])[CH:7]=1.C([SiH](CC)CC)C.FC(F)(F)C(O)=O, predict the reaction product. The product is: [Cl:1][C:2]1[C:3]([O:30][C@H:31]2[CH2:36][CH2:35][C@H:34]([OH:37])[CH2:33][C@@H:32]2[C:38]2[N:42]([CH3:43])[N:41]=[CH:40][CH:39]=2)=[CH:4][C:5]([F:29])=[C:6]([S:8]([NH:11][C:12]2[CH:17]=[CH:16][N:15]=[CH:14][N:13]=2)(=[O:10])=[O:9])[CH:7]=1. (5) Given the reactants [CH2:1]([O:8][CH2:9][C@@H:10]([NH:14][C:15]([O:17][C:18]([CH3:21])([CH3:20])[CH3:19])=[O:16])[C:11]([OH:13])=O)[C:2]1[CH:7]=[CH:6][CH:5]=[CH:4][CH:3]=1.C(N1[CH:33]=[CH:32]N=C1)(N1C=CN=C1)=O.[Cl-].[Mg+2].[Cl-].C(O)(=O)[CH2:38][C:39]([OH:41])=[O:40].C([K])C, predict the reaction product. The product is: [CH2:1]([O:8][CH2:9][C@@H:10]([NH:14][C:15]([O:17][C:18]([CH3:21])([CH3:20])[CH3:19])=[O:16])[C:11](=[O:13])[CH2:38][C:39]([O:41][CH2:32][CH3:33])=[O:40])[C:2]1[CH:3]=[CH:4][CH:5]=[CH:6][CH:7]=1. (6) Given the reactants [C:1]([O:4][C@@H:5]1[C@H:9]([O:10][C:11](=[O:13])[CH3:12])[C@@H:8]([C:14]#[CH:15])[O:7][C@H:6]1[N:16]1[CH:24]=[N:23][C:22]2[C:17]1=[N:18][CH:19]=[N:20][C:21]=2Cl)(=[O:3])[CH3:2].[Cl:26][C:27]1[C:28]([F:34])=[C:29]([CH:31]=[CH:32][CH:33]=1)[NH2:30], predict the reaction product. The product is: [C:1]([O:4][C@@H:5]1[C@H:9]([O:10][C:11](=[O:13])[CH3:12])[C@@H:8]([C:14]#[CH:15])[O:7][C@H:6]1[N:16]1[CH:24]=[N:23][C:22]2[C:17]1=[N:18][CH:19]=[N:20][C:21]=2[NH:30][C:29]1[CH:31]=[CH:32][CH:33]=[C:27]([Cl:26])[C:28]=1[F:34])(=[O:3])[CH3:2]. (7) Given the reactants [Cl:1][C:2]1[CH:3]=[C:4]([C:12]2[O:16][N:15]=[C:14]([C:17]3[CH:33]=[CH:32][C:20]4[CH2:21][CH2:22][N:23]([CH2:26][C:27]([O:29]CC)=[O:28])[CH2:24][CH2:25][C:19]=4[CH:18]=3)[N:13]=2)[CH:5]=[CH:6][C:7]=1[O:8][CH:9]([CH3:11])[CH3:10].[OH-].[Na+], predict the reaction product. The product is: [Cl:1][C:2]1[CH:3]=[C:4]([C:12]2[O:16][N:15]=[C:14]([C:17]3[CH:33]=[CH:32][C:20]4[CH2:21][CH2:22][N:23]([CH2:26][C:27]([OH:29])=[O:28])[CH2:24][CH2:25][C:19]=4[CH:18]=3)[N:13]=2)[CH:5]=[CH:6][C:7]=1[O:8][CH:9]([CH3:10])[CH3:11]. (8) Given the reactants C([CH:5]1[C:10]2[NH:11][C:12]3[C:17]([C:9]=2[CH2:8][C@H:7](C2NC=C(C4C=CC=CC=4)N=2)[NH:6]1)=[CH:16][CH:15]=[CH:14][CH:13]=3)CCC, predict the reaction product. The product is: [CH:5]1[C:10]2[NH:11][C:12]3[C:17](=[CH:16][CH:15]=[CH:14][CH:13]=3)[C:9]=2[CH:8]=[CH:7][N:6]=1.